Task: Predict which catalyst facilitates the given reaction.. Dataset: Catalyst prediction with 721,799 reactions and 888 catalyst types from USPTO Reactant: [Cl:1][C:2]1[CH:3]=[C:4]([C@@H:9](O)[CH2:10][CH3:11])[CH:5]=[CH:6][C:7]=1[Cl:8].[C:13]1(=[O:23])[C:21]2[C:16](=[CH:17][CH:18]=[CH:19][CH:20]=2)[C:15](=[O:22])[NH:14]1.C1C=CC(P(C2C=CC=CC=2)C2C=CC=CC=2)=CC=1.CC(OC(/N=N/C(OC(C)C)=O)=O)C.[OH-].[Na+]. Product: [Cl:1][C:2]1[CH:3]=[C:4]([C@H:9]([N:14]2[C:15](=[O:22])[C:16]3[C:21](=[CH:20][CH:19]=[CH:18][CH:17]=3)[C:13]2=[O:23])[CH2:10][CH3:11])[CH:5]=[CH:6][C:7]=1[Cl:8]. The catalyst class is: 168.